From a dataset of Forward reaction prediction with 1.9M reactions from USPTO patents (1976-2016). Predict the product of the given reaction. (1) The product is: [O:2]1[C:6]2[CH:7]=[CH:8][CH:9]=[C:10]([CH:11]3[CH2:12][CH2:13][NH:14][CH2:15][CH2:16]3)[C:5]=2[CH:4]=[CH:3]1. Given the reactants Cl.[O:2]1[C:6]2[CH:7]=[CH:8][CH:9]=[C:10]([C:11]3[CH2:12][CH2:13][NH:14][CH2:15][CH:16]=3)[C:5]=2[CH:4]=[CH:3]1.BrC1C2C=COC=2C=CC=1.CC1(C)C(C)(C)OB(C2CCN(C(OC(C)(C)C)=O)CC=2)O1.C([O-])=O.[NH4+], predict the reaction product. (2) Given the reactants [Cl:1][C:2]1[CH:3]=[C:4]([CH:8]=[CH:9][CH:10]=1)[C:5](Cl)=[O:6].[Cu][C:12]#[N:13].C(#N)C, predict the reaction product. The product is: [Cl:1][C:2]1[CH:3]=[C:4]([C:5](=[O:6])[C:12]#[N:13])[CH:8]=[CH:9][CH:10]=1. (3) Given the reactants ClC1C(=O)C(C#N)=C(C#N)C(=O)C=1Cl.[C:15]1([C:21]2[CH:22]=[C:23]3[C:27](=[C:28]([C:30]([O:32][C:33]([CH3:36])([CH3:35])[CH3:34])=[O:31])[CH:29]=2)[N:26]([C:37]([O:39][C:40]([CH3:43])([CH3:42])[CH3:41])=[O:38])[CH2:25][CH2:24]3)[CH:20]=[CH:19][CH:18]=[CH:17][CH:16]=1, predict the reaction product. The product is: [C:15]1([C:21]2[CH:22]=[C:23]3[C:27](=[C:28]([C:30]([O:32][C:33]([CH3:36])([CH3:35])[CH3:34])=[O:31])[CH:29]=2)[N:26]([C:37]([O:39][C:40]([CH3:43])([CH3:42])[CH3:41])=[O:38])[CH:25]=[CH:24]3)[CH:16]=[CH:17][CH:18]=[CH:19][CH:20]=1.